Dataset: Catalyst prediction with 721,799 reactions and 888 catalyst types from USPTO. Task: Predict which catalyst facilitates the given reaction. (1) Reactant: C[O:2][C:3]([C:5]1[CH:14]=[C:13]2[C:8]([CH:9]=[C:10]([C:16]3[N:17]=[C:18]([CH2:21][S:22]([C:25]4[CH:30]=[CH:29][CH:28]=[CH:27][CH:26]=4)(=[O:24])=[O:23])[S:19][CH:20]=3)[C:11](=[O:15])[NH:12]2)=[CH:7][CH:6]=1)=[O:4].[OH-].[Na+]. Product: [C:25]1([S:22]([CH2:21][C:18]2[S:19][CH:20]=[C:16]([C:10]3[C:11](=[O:15])[NH:12][C:13]4[C:8]([CH:9]=3)=[CH:7][CH:6]=[C:5]([C:3]([OH:4])=[O:2])[CH:14]=4)[N:17]=2)(=[O:24])=[O:23])[CH:26]=[CH:27][CH:28]=[CH:29][CH:30]=1. The catalyst class is: 1. (2) Reactant: [CH3:1][O:2][C:3]1[C:4]([N+:9]([O-])=O)=[N:5][CH:6]=[CH:7][CH:8]=1. Product: [CH3:1][O:2][C:3]1[C:4]([NH2:9])=[N:5][CH:6]=[CH:7][CH:8]=1. The catalyst class is: 19.